This data is from Full USPTO retrosynthesis dataset with 1.9M reactions from patents (1976-2016). The task is: Predict the reactants needed to synthesize the given product. (1) Given the product [CH3:19][O:18][C:16]1[CH:17]=[C:9]2[C:10](=[CH:14][CH:15]=1)[C:11](=[O:13])[C:4]1[C:3]3[CH:20]=[CH:21][CH:22]=[CH:23][C:2]=3[S:1][C:5]=1[C:6]2([CH3:7])[CH3:8], predict the reactants needed to synthesize it. The reactants are: [S:1]1[C:5]([C:6]([C:9]2[CH:17]=[C:16]([O:18][CH3:19])[CH:15]=[CH:14][C:10]=2[C:11]([OH:13])=O)([CH3:8])[CH3:7])=[CH:4][C:3]2[CH:20]=[CH:21][CH:22]=[CH:23][C:2]1=2. (2) Given the product [Si:23]([O:30][C@H:31]([C:32]1[N:1]([C:3]2[N:8]=[C:7]([CH3:9])[N:6]=[C:5]([C@@H:10]3[CH2:12][C@H:11]3[C:13]3[N:17]([CH3:18])[C:16]4[CH:19]=[CH:20][CH:21]=[CH:22][C:15]=4[N:14]=3)[CH:4]=2)[N:2]=[C:35]([CH3:36])[N:34]=1)[CH3:40])([C:26]([CH3:29])([CH3:28])[CH3:27])([CH3:25])[CH3:24], predict the reactants needed to synthesize it. The reactants are: [NH:1]([C:3]1[N:8]=[C:7]([CH3:9])[N:6]=[C:5]([C@@H:10]2[CH2:12][C@H:11]2[C:13]2[N:17]([CH3:18])[C:16]3[CH:19]=[CH:20][CH:21]=[CH:22][C:15]=3[N:14]=2)[CH:4]=1)[NH2:2].[Si:23]([O:30][C@@H:31]([CH3:40])[C:32]([N:34]=[C:35](N(C)C)[CH3:36])=O)([C:26]([CH3:29])([CH3:28])[CH3:27])([CH3:25])[CH3:24].C(=O)(O)[O-].[Na+]. (3) The reactants are: C([O:8][C:9]1[N:14]=[C:13]([NH:15][C:16]2[CH:21]=[CH:20][C:19]([C:22]3[N:23]=[C:24]([N:34]4[CH2:39][CH2:38][O:37][CH2:36][C@@H:35]4[CH3:40])[C:25]4[CH2:31][CH2:30][N:29]([CH:32]=[O:33])[CH2:28][C:26]=4[N:27]=3)=[CH:18][CH:17]=2)[CH:12]=[CH:11][CH:10]=1)C1C=CC=CC=1.CO.C(O)(=O)C. Given the product [CH3:40][C@@H:35]1[N:34]([C:24]2[C:25]3[CH2:31][CH2:30][N:29]([CH:32]=[O:33])[CH2:28][C:26]=3[N:27]=[C:22]([C:19]3[CH:18]=[CH:17][C:16]([NH:15][C:13]4[NH:14][C:9](=[O:8])[CH:10]=[CH:11][CH:12]=4)=[CH:21][CH:20]=3)[N:23]=2)[CH2:39][CH2:38][O:37][CH2:36]1, predict the reactants needed to synthesize it. (4) Given the product [Br:1][C:2]1[CH:7]=[C:6]([F:8])[CH:5]=[CH:4][C:3]=1[CH:9]1[C:14]([C:15]([O:17][CH2:18][CH3:19])=[O:16])=[C:13]([CH2:20][N:21]2[CH2:26][CH2:25][O:24][C@@H:23]([CH2:27][O:28][C:34](=[O:38])[CH:35]([CH3:37])[CH3:36])[CH2:22]2)[NH:12][C:11]([C:29]2[N:33]=[CH:32][NH:31][N:30]=2)=[N:10]1, predict the reactants needed to synthesize it. The reactants are: [Br:1][C:2]1[CH:7]=[C:6]([F:8])[CH:5]=[CH:4][C:3]=1[CH:9]1[C:14]([C:15]([O:17][CH2:18][CH3:19])=[O:16])=[C:13]([CH2:20][N:21]2[CH2:26][CH2:25][O:24][C@@H:23]([CH2:27][OH:28])[CH2:22]2)[NH:12][C:11]([C:29]2[N:33]=[CH:32][NH:31][N:30]=2)=[N:10]1.[C:34](O)(=[O:38])[CH:35]([CH3:37])[CH3:36]. (5) Given the product [Br:45][CH:22]([C:23]1[CH:24]=[CH:25][C:26]([C:29]2[N:33]=[CH:32][N:31]([C:34]3[CH:35]=[CH:36][C:37]([O:40][C:41]([F:44])([F:43])[F:42])=[CH:38][CH:39]=3)[N:30]=2)=[CH:27][CH:28]=1)[CH2:21][NH:20][C:18](/[N:17]=[C:12]1\[S:13][CH2:14][C:15](=[O:16])[N:11]\1[C:5]1[CH:6]=[C:7]([CH3:10])[CH:8]=[CH:9][C:4]=1[CH:1]([CH3:3])[CH3:2])=[O:19], predict the reactants needed to synthesize it. The reactants are: [CH:1]([C:4]1[CH:9]=[CH:8][C:7]([CH3:10])=[CH:6][C:5]=1[N:11]1[C:15](=[O:16])[CH2:14][S:13]/[C:12]/1=[N:17]\[C:18]([NH:20][CH2:21][CH2:22][C:23]1[CH:28]=[CH:27][C:26]([C:29]2[N:33]=[CH:32][N:31]([C:34]3[CH:39]=[CH:38][C:37]([O:40][C:41]([F:44])([F:43])[F:42])=[CH:36][CH:35]=3)[N:30]=2)=[CH:25][CH:24]=1)=[O:19])([CH3:3])[CH3:2].[Br:45]N1C(=O)CCC1=O.N(C(C)(C)C#N)=NC(C)(C)C#N.